From a dataset of Forward reaction prediction with 1.9M reactions from USPTO patents (1976-2016). Predict the product of the given reaction. Given the reactants [Br:1][C:2]1[C:3]([C:18]([F:21])([F:20])[F:19])=[CH:4][C:5]([N:8]2[C:12](=[O:13])[C:11]([CH3:14])=[C:10]([O:15][CH3:16])[C:9]2=[O:17])=[N:6][CH:7]=1.[BH4-].[Na+].Cl, predict the reaction product. The product is: [Br:1][C:2]1[C:3]([C:18]([F:21])([F:19])[F:20])=[CH:4][C:5]([N:8]2[C:12](=[O:13])[C:11]([CH3:14])=[C:10]([O:15][CH3:16])[CH:9]2[OH:17])=[N:6][CH:7]=1.